This data is from Catalyst prediction with 721,799 reactions and 888 catalyst types from USPTO. The task is: Predict which catalyst facilitates the given reaction. (1) Product: [CH3:7][C:8]1[CH:17]=[C:16]([CH2:18][O:19][C:20]2[CH:21]=[CH:22][C:23]([C:24]3[CH2:2][CH:1]([CH2:3][C:4]([OH:6])=[O:5])[O:26][N:25]=3)=[CH:27][CH:28]=2)[C:15]2[C:10](=[CH:11][CH:12]=[CH:13][CH:14]=2)[N:9]=1. Reactant: [CH:1]([CH2:3][C:4]([OH:6])=[O:5])=[CH2:2].[CH3:7][C:8]1[CH:17]=[C:16]([CH2:18][O:19][C:20]2[CH:28]=[CH:27][C:23]([CH:24]=[N:25][OH:26])=[CH:22][CH:21]=2)[C:15]2[C:10](=[CH:11][CH:12]=[CH:13][CH:14]=2)[N:9]=1. The catalyst class is: 1. (2) Reactant: [Cl:1][C:2]1[CH:7]=[C:6]([NH2:8])[C:5]([C:9]([F:12])([F:11])[F:10])=[CH:4][N:3]=1.[H-].[Na+].S(O[CH2:26][C@H:27]1[O:32][CH2:31][CH2:30][N:29]([C:33]([O:35][C:36]([CH3:39])([CH3:38])[CH3:37])=[O:34])[CH2:28]1)(C1C=CC(C)=CC=1)(=O)=O. Product: [Cl:1][C:2]1[CH:7]=[C:6]([NH:8][CH2:26][C@H:27]2[O:32][CH2:31][CH2:30][N:29]([C:33]([O:35][C:36]([CH3:37])([CH3:39])[CH3:38])=[O:34])[CH2:28]2)[C:5]([C:9]([F:10])([F:11])[F:12])=[CH:4][N:3]=1. The catalyst class is: 9. (3) Reactant: [C:1]1([CH2:17][O:18][C@@H:19]2[C@H:23]([OH:24])[C@@H:22]([CH2:25][OH:26])[O:21][C@H:20]2[N:27]2[C:42]3[N:41]=[C:34]([NH:35][C:36](=[O:40])[CH:37]([CH3:39])[CH3:38])[NH:33][C:31](=[O:32])[C:30]=3[N:29]=[CH:28]2)[C:14]2[C:15]3=[C:16]4[C:11](=[CH:12][CH:13]=2)[CH:10]=[CH:9][CH:8]=[C:7]4[CH:6]=[CH:5][C:4]3=[CH:3][CH:2]=1.[C:43](Cl)([C:60]1[CH:65]=[CH:64][CH:63]=[CH:62][CH:61]=1)([C:52]1[CH:59]=[CH:58][C:55]([O:56][CH3:57])=[CH:54][CH:53]=1)[C:44]1[CH:51]=[CH:50][C:47]([O:48][CH3:49])=[CH:46][CH:45]=1. Product: [CH3:57][O:56][C:55]1[CH:54]=[CH:53][C:52]([C:43]([O:26][CH2:25][C@H:22]2[O:21][C@@H:20]([N:27]3[C:42]4[N:41]=[C:34]([NH:35][C:36](=[O:40])[CH:37]([CH3:39])[CH3:38])[NH:33][C:31](=[O:32])[C:30]=4[N:29]=[CH:28]3)[C@H:19]([O:18][CH2:17][C:1]3[C:14]4[C:15]5=[C:16]6[C:11](=[CH:12][CH:13]=4)[CH:10]=[CH:9][CH:8]=[C:7]6[CH:6]=[CH:5][C:4]5=[CH:3][CH:2]=3)[C@@H:23]2[OH:24])([C:60]2[CH:61]=[CH:62][CH:63]=[CH:64][CH:65]=2)[C:44]2[CH:51]=[CH:50][C:47]([O:48][CH3:49])=[CH:46][CH:45]=2)=[CH:59][CH:58]=1. The catalyst class is: 377. (4) Reactant: CN(C=O)C.Br[C:7]1[C:27]([O:28][CH3:29])=[CH:26][C:10]2[N:11]([CH3:25])[C:12](=[O:24])[CH2:13][N:14]=[C:15]([C:16]3[CH:17]=[C:18]([CH:21]=[CH:22][CH:23]=3)[C:19]#[N:20])[C:9]=2[CH:8]=1.[C:30]1(B(O)O)[CH:35]=[CH:34][CH:33]=[CH:32][CH:31]=1.P([O-])([O-])([O-])=O.[K+].[K+].[K+]. Product: [CH3:29][O:28][C:27]1[C:7]([C:30]2[CH:35]=[CH:34][CH:33]=[CH:32][CH:31]=2)=[CH:8][C:9]2[C:15]([C:16]3[CH:17]=[C:18]([CH:21]=[CH:22][CH:23]=3)[C:19]#[N:20])=[N:14][CH2:13][C:12](=[O:24])[N:11]([CH3:25])[C:10]=2[CH:26]=1. The catalyst class is: 257. (5) Reactant: [OH:1][C:2]1[CH:11]=[C:10](OS(C(F)(F)F)(=O)=O)[CH:9]=[C:8]2[C:3]=1[C:4](=[O:26])[CH:5]=[C:6]([C:20]1[CH:25]=[CH:24][CH:23]=[CH:22][CH:21]=1)[O:7]2.[NH:27]1[CH2:32][CH2:31][O:30][CH2:29][CH2:28]1.C1(P(C2C=CC=CC=2)C2C=CC3C(=CC=CC=3)C=2C2C3C(=CC=CC=3)C=CC=2P(C2C=CC=CC=2)C2C=CC=CC=2)C=CC=CC=1.C(=O)([O-])[O-].[Cs+].[Cs+]. Product: [OH:1][C:2]1[CH:11]=[C:10]([N:27]2[CH2:32][CH2:31][O:30][CH2:29][CH2:28]2)[CH:9]=[C:8]2[C:3]=1[C:4](=[O:26])[CH:5]=[C:6]([C:20]1[CH:25]=[CH:24][CH:23]=[CH:22][CH:21]=1)[O:7]2. The catalyst class is: 101.